Dataset: NCI-60 drug combinations with 297,098 pairs across 59 cell lines. Task: Regression. Given two drug SMILES strings and cell line genomic features, predict the synergy score measuring deviation from expected non-interaction effect. (1) Drug 1: CC(CN1CC(=O)NC(=O)C1)N2CC(=O)NC(=O)C2. Drug 2: C(CN)CNCCSP(=O)(O)O. Cell line: EKVX. Synergy scores: CSS=9.62, Synergy_ZIP=-0.775, Synergy_Bliss=4.27, Synergy_Loewe=-3.38, Synergy_HSA=0.979. (2) Drug 1: COC1=CC(=CC(=C1O)OC)C2C3C(COC3=O)C(C4=CC5=C(C=C24)OCO5)OC6C(C(C7C(O6)COC(O7)C8=CC=CS8)O)O. Drug 2: C(CCl)NC(=O)N(CCCl)N=O. Cell line: UO-31. Synergy scores: CSS=13.4, Synergy_ZIP=-4.51, Synergy_Bliss=0.934, Synergy_Loewe=-6.69, Synergy_HSA=1.43. (3) Drug 2: CC1=C2C(C(=O)C3(C(CC4C(C3C(C(C2(C)C)(CC1OC(=O)C(C(C5=CC=CC=C5)NC(=O)C6=CC=CC=C6)O)O)OC(=O)C7=CC=CC=C7)(CO4)OC(=O)C)O)C)OC(=O)C. Synergy scores: CSS=41.4, Synergy_ZIP=-7.69, Synergy_Bliss=-5.57, Synergy_Loewe=-2.16, Synergy_HSA=0.245. Cell line: MDA-MB-231. Drug 1: CCC1=CC2CC(C3=C(CN(C2)C1)C4=CC=CC=C4N3)(C5=C(C=C6C(=C5)C78CCN9C7C(C=CC9)(C(C(C8N6C)(C(=O)OC)O)OC(=O)C)CC)OC)C(=O)OC.C(C(C(=O)O)O)(C(=O)O)O. (4) Drug 1: CC12CCC(CC1=CCC3C2CCC4(C3CC=C4C5=CN=CC=C5)C)O. Drug 2: C1=NC2=C(N1)C(=S)N=C(N2)N. Cell line: SR. Synergy scores: CSS=60.5, Synergy_ZIP=-1.75, Synergy_Bliss=-2.37, Synergy_Loewe=-5.86, Synergy_HSA=0.937. (5) Drug 1: CC1=C(C=C(C=C1)C(=O)NC2=CC(=CC(=C2)C(F)(F)F)N3C=C(N=C3)C)NC4=NC=CC(=N4)C5=CN=CC=C5. Drug 2: C1CN(CCN1C(=O)CCBr)C(=O)CCBr. Cell line: NCI-H522. Synergy scores: CSS=31.9, Synergy_ZIP=-7.79, Synergy_Bliss=4.82, Synergy_Loewe=7.97, Synergy_HSA=8.52. (6) Drug 1: CCCS(=O)(=O)NC1=C(C(=C(C=C1)F)C(=O)C2=CNC3=C2C=C(C=N3)C4=CC=C(C=C4)Cl)F. Drug 2: C(CC(=O)O)C(=O)CN.Cl. Cell line: NCI-H522. Synergy scores: CSS=0.801, Synergy_ZIP=-1.92, Synergy_Bliss=-1.01, Synergy_Loewe=-2.82, Synergy_HSA=-2.07.